This data is from Catalyst prediction with 721,799 reactions and 888 catalyst types from USPTO. The task is: Predict which catalyst facilitates the given reaction. (1) Reactant: COC(C1C=COC=1C)=O.[Br:11]N1C(=O)CCC1=O.[CH3:19][O:20][C:21]([C:23]1[CH:27]=[C:26]([Br:28])[O:25][C:24]=1[CH3:29])=[O:22]. Product: [CH3:19][O:20][C:21]([C:23]1[CH:27]=[C:26]([Br:28])[O:25][C:24]=1[CH2:29][Br:11])=[O:22]. The catalyst class is: 3. (2) Reactant: [CH3:1][O:2][C@H:3]1[C@@H:7]2[O:8][C:9]([CH3:12])([CH3:11])[O:10][C@@H:6]2[C@@H:5]([C@H:13]([OH:21])[C@@H:14]([NH2:20])[C:15]([O:17][CH2:18][CH3:19])=[O:16])[O:4]1.CN(C1C=CC=CN=1)C.[CH2:31]([O:38][C:39](ON1C(=O)CCC1=O)=[O:40])[C:32]1[CH:37]=[CH:36][CH:35]=[CH:34][CH:33]=1.C(N(CC)CC)C. Product: [CH3:1][O:2][C@H:3]1[C@@H:7]2[O:8][C:9]([CH3:11])([CH3:12])[O:10][C@@H:6]2[C@@H:5]([C@H:13]([OH:21])[C@@H:14]([NH:20][C:39]([O:38][CH2:31][C:32]2[CH:37]=[CH:36][CH:35]=[CH:34][CH:33]=2)=[O:40])[C:15]([O:17][CH2:18][CH3:19])=[O:16])[O:4]1. The catalyst class is: 124. (3) Reactant: P(Br)(Br)[Br:2].[C:5]1([CH3:15])[CH:10]=[CH:9][C:8]([CH:11](O)[CH2:12][CH3:13])=[CH:7][CH:6]=1.N1C=CC=CC=1. Product: [Br:2][CH:11]([C:8]1[CH:9]=[CH:10][C:5]([CH3:15])=[CH:6][CH:7]=1)[CH2:12][CH3:13]. The catalyst class is: 27.